The task is: Regression. Given a peptide amino acid sequence and an MHC pseudo amino acid sequence, predict their binding affinity value. This is MHC class I binding data.. This data is from Peptide-MHC class I binding affinity with 185,985 pairs from IEDB/IMGT. (1) The peptide sequence is YQLEMYHPI. The MHC is HLA-C15:02 with pseudo-sequence HLA-C15:02. The binding affinity (normalized) is 0.0847. (2) The peptide sequence is FYITTRYKY. The MHC is HLA-A30:02 with pseudo-sequence HLA-A30:02. The binding affinity (normalized) is 0.814. (3) The peptide sequence is IVFATAARY. The MHC is HLA-B15:01 with pseudo-sequence HLA-B15:01. The binding affinity (normalized) is 0.530. (4) The peptide sequence is IRKVEWPDL. The MHC is HLA-A01:01 with pseudo-sequence HLA-A01:01. The binding affinity (normalized) is 0.0847. (5) The peptide sequence is FPQGKAREF. The MHC is HLA-B51:01 with pseudo-sequence HLA-B51:01. The binding affinity (normalized) is 0.168. (6) The peptide sequence is FSDLCNFLI. The MHC is HLA-A02:11 with pseudo-sequence HLA-A02:11. The binding affinity (normalized) is 0.0847. (7) The peptide sequence is NRNIVNRLLG. The MHC is H-2-Kd with pseudo-sequence H-2-Kd. The binding affinity (normalized) is 0.